The task is: Predict the reaction yield, written as a fraction of the theoretical maximum amount of product (1.0 means a 100% yield; for example, 0.34 means a 34% yield).. This data is from Reaction yield outcomes from USPTO patents with 853,638 reactions. The reactants are [CH3:1][N:2]([CH3:10])[C:3]1[CH:8]=[CH:7][C:6]([NH2:9])=[CH:5][CH:4]=1.C(N(CC)CC)C.[C:18](OC(=O)C)(=[O:20])[CH3:19].O. The catalyst is ClCCl. The product is [CH3:1][N:2]([CH3:10])[C:3]1[CH:8]=[CH:7][C:6]([NH:9][C:18](=[O:20])[CH3:19])=[CH:5][CH:4]=1. The yield is 0.690.